From a dataset of Full USPTO retrosynthesis dataset with 1.9M reactions from patents (1976-2016). Predict the reactants needed to synthesize the given product. (1) Given the product [CH3:1][N:2]1[C:6]([C:7](=[O:15])[C:8]2[CH:9]=[CH:10][C:11]([F:14])=[CH:12][CH:13]=2)=[C:5]([CH3:16])[CH:4]=[C:3]1[CH:17]([CH3:24])[C:18]([O:20][CH2:21][CH3:22])=[O:19], predict the reactants needed to synthesize it. The reactants are: [CH3:1][N:2]1[C:6]([C:7](=[O:15])[C:8]2[CH:13]=[CH:12][C:11]([F:14])=[CH:10][CH:9]=2)=[C:5]([CH3:16])[CH:4]=[C:3]1[CH2:17][C:18]([O:20][CH2:21][CH3:22])=[O:19].Cl[C:24]1C=CC(C(C2N(C)C(CC(OCC)=O)=CC=2C)=O)=CC=1. (2) Given the product [F:1][C:2]1[CH:3]=[CH:4][C:5]([C@@H:8]([CH3:12])[C:9]([NH:13][CH2:14][CH2:15][CH2:16][N:17]2[CH2:22][CH2:21][CH:20]([C:23]3[CH:24]=[C:25]([NH:30][C:31](=[O:35])[CH:32]([CH3:34])[CH3:33])[CH:26]=[CH:27][C:28]=3[CH3:29])[CH2:19][CH2:18]2)=[O:11])=[CH:6][CH:7]=1, predict the reactants needed to synthesize it. The reactants are: [F:1][C:2]1[CH:7]=[CH:6][C:5]([C@@H:8]([CH3:12])[C:9]([OH:11])=O)=[CH:4][CH:3]=1.[NH2:13][CH2:14][CH2:15][CH2:16][N:17]1[CH2:22][CH2:21][CH:20]([C:23]2[CH:24]=[C:25]([NH:30][C:31](=[O:35])[CH:32]([CH3:34])[CH3:33])[CH:26]=[CH:27][C:28]=2[CH3:29])[CH2:19][CH2:18]1. (3) Given the product [C:11]1([C:5]2([C:17]3[CH:22]=[CH:21][CH:20]=[CH:19][CH:18]=3)[CH2:4][CH2:3][CH2:1][NH:2][C:6]2=[O:7])[CH:16]=[CH:15][CH:14]=[CH:13][CH:12]=1, predict the reactants needed to synthesize it. The reactants are: [C:1]([CH2:3][CH2:4][C:5]([C:17]1[CH:22]=[CH:21][CH:20]=[CH:19][CH:18]=1)([C:11]1[CH:16]=[CH:15][CH:14]=[CH:13][CH:12]=1)[C:6](OCC)=[O:7])#[N:2].N. (4) Given the product [CH:6]1([CH2:12][CH2:13][CH2:14][CH2:15][CH2:16][CH2:17][CH2:18][CH2:19][CH2:20][CH2:21][CH2:22][CH2:23][P:24](=[O:25])([OH:31])[OH:28])[CH2:7][CH2:8][CH2:9][CH2:10][CH2:11]1, predict the reactants needed to synthesize it. The reactants are: C[Si](Br)(C)C.[CH:6]1([CH2:12][CH2:13][CH2:14][CH2:15][CH2:16][CH2:17][CH2:18][CH2:19][CH2:20][CH2:21][CH2:22][CH2:23][P:24](=[O:31])([O:28]CC)[O:25]CC)[CH2:11][CH2:10][CH2:9][CH2:8][CH2:7]1.O. (5) Given the product [CH3:7][O:8][C:9]1[CH:10]=[C:11]([CH:12]=[CH:13][CH:14]=1)[O:15][C:17]1[N:22]=[C:21]([N:23]([CH3:43])[CH2:24][CH2:25][CH2:26][O:27][C:28]2[CH:29]=[C:30]3[C:34](=[CH:35][CH:36]=2)[C@H:33]([CH2:37][C:38]([O:40][CH2:41][CH3:42])=[O:39])[CH2:32][CH2:31]3)[C:20]([CH3:44])=[CH:19][N:18]=1, predict the reactants needed to synthesize it. The reactants are: C([O-])([O-])=O.[K+].[K+].[CH3:7][O:8][C:9]1[CH:10]=[C:11]([OH:15])[CH:12]=[CH:13][CH:14]=1.Cl[C:17]1[N:22]=[C:21]([N:23]([CH3:43])[CH2:24][CH2:25][CH2:26][O:27][C:28]2[CH:29]=[C:30]3[C:34](=[CH:35][CH:36]=2)[C@H:33]([CH2:37][C:38]([O:40][CH2:41][CH3:42])=[O:39])[CH2:32][CH2:31]3)[C:20]([CH3:44])=[CH:19][N:18]=1.